Dataset: Peptide-MHC class I binding affinity with 185,985 pairs from IEDB/IMGT. Task: Regression. Given a peptide amino acid sequence and an MHC pseudo amino acid sequence, predict their binding affinity value. This is MHC class I binding data. (1) The MHC is HLA-A02:06 with pseudo-sequence HLA-A02:06. The peptide sequence is RLLGTFTWTL. The binding affinity (normalized) is 0.813. (2) The peptide sequence is SLNRQTVSR. The MHC is HLA-A33:01 with pseudo-sequence HLA-A33:01. The binding affinity (normalized) is 0.477.